Dataset: Reaction yield outcomes from USPTO patents with 853,638 reactions. Task: Predict the reaction yield, written as a fraction of the theoretical maximum amount of product (1.0 means a 100% yield; for example, 0.34 means a 34% yield). (1) The reactants are F[C:2]1[CH:7]=[CH:6][C:5]([C:8]2[O:9][C:10]([C:13]3[C:14]([C:19]4[CH:24]=[CH:23][CH:22]=[CH:21][CH:20]=4)=[N:15][O:16][C:17]=3[CH3:18])=[N:11][N:12]=2)=[C:4]([O:25][CH3:26])[CH:3]=1.[NH:27]1[CH:31]=[CH:30][N:29]=[CH:28]1. No catalyst specified. The product is [N:27]1([C:2]2[CH:7]=[CH:6][C:5]([C:8]3[O:9][C:10]([C:13]4[C:14]([C:19]5[CH:24]=[CH:23][CH:22]=[CH:21][CH:20]=5)=[N:15][O:16][C:17]=4[CH3:18])=[N:11][N:12]=3)=[C:4]([O:25][CH3:26])[CH:3]=2)[CH:31]=[CH:30][N:29]=[CH:28]1. The yield is 0.360. (2) The reactants are [F:1][C:2]1[CH:7]=[CH:6][C:5]([C:8]2O[C:10]([C:13]([C:16]3[CH:21]=[CH:20][N:19]=[CH:18][CH:17]=3)(O)[CH3:14])=[CH:11][N:12]=2)=[CH:4][CH:3]=1.O[S:23](O)(=O)=O.[OH-:27].[Na+].[CH3:29][C:30]#[N:31]. No catalyst specified. The product is [F:1][C:2]1[CH:7]=[CH:6][C:5]([C:8]2[S:23][C:10]([C:13]([NH:31][C:30](=[O:27])[CH3:29])([C:16]3[CH:21]=[CH:20][N:19]=[CH:18][CH:17]=3)[CH3:14])=[CH:11][N:12]=2)=[CH:4][CH:3]=1. The yield is 0.190. (3) The product is [CH3:11][N:12]([CH3:22])[C:13]1[CH:18]=[CH:17][C:16]([C:2]2[CH:3]=[CH:4][C:5]([OH:10])=[C:6]([CH:7]=[O:8])[CH:9]=2)=[CH:15][CH:14]=1. The yield is 0.640. The catalyst is COCCOC.C(OCC)(=O)C.C1C=CC(P(C2C=CC=CC=2)[C-]2C=CC=C2)=CC=1.C1C=CC(P(C2C=CC=CC=2)[C-]2C=CC=C2)=CC=1.Cl[Pd]Cl.[Fe+2].C1C=CC(P(C2C=CC=CC=2)[C-]2C=CC=C2)=CC=1.C1C=CC(P(C2C=CC=CC=2)[C-]2C=CC=C2)=CC=1.[Fe+2]. The reactants are Br[C:2]1[CH:3]=[CH:4][C:5]([OH:10])=[C:6]([CH:9]=1)[CH:7]=[O:8].[CH3:11][N:12]([CH3:22])[C:13]1[CH:18]=[CH:17][C:16](B(O)O)=[CH:15][CH:14]=1.C(=O)([O-])[O-].[Na+].[Na+].O.